Dataset: Forward reaction prediction with 1.9M reactions from USPTO patents (1976-2016). Task: Predict the product of the given reaction. (1) Given the reactants C(=O)([O-])[O-].[K+].[K+].Br[CH2:8][C:9]([C:11]1[CH:16]=[CH:15][CH:14]=[C:13]([C:17]([F:20])([F:19])[F:18])[CH:12]=1)=[O:10].[CH3:21][CH:22]1[CH2:27][C:26](=[O:28])[CH2:25][C:24](=[O:29])[CH2:23]1.Cl, predict the reaction product. The product is: [OH:29][C:24]1[CH2:23][CH:22]([CH3:21])[CH2:27][C:26](=[O:28])[C:25]=1[CH2:8][C:9](=[O:10])[C:11]1[CH:16]=[CH:15][CH:14]=[C:13]([C:17]([F:20])([F:19])[F:18])[CH:12]=1. (2) Given the reactants [NH2:1][CH:2]([CH2:5][CH2:6][CH2:7][CH3:8])[CH2:3][OH:4].C(NC(C)C)(C)C.[C:16](O[C:16]([O:18][C:19]([CH3:22])([CH3:21])[CH3:20])=[O:17])([O:18][C:19]([CH3:22])([CH3:21])[CH3:20])=[O:17], predict the reaction product. The product is: [C:19]([O:18][C:16](=[O:17])[NH:1][CH:2]([CH2:3][OH:4])[CH2:5][CH2:6][CH2:7][CH3:8])([CH3:22])([CH3:21])[CH3:20]. (3) The product is: [CH2:1]([C@H:4]1[CH2:9][C@H:8]([C:10]2[CH:15]=[CH:14][CH:13]=[C:12]([Cl:16])[CH:11]=2)[C@@H:7]([C:17]2[CH:22]=[CH:21][C:20]([Cl:23])=[CH:19][CH:18]=2)[N:6]([C@@H:24]([CH2:30][CH3:31])[CH2:25][O:26][CH2:35][C:36]([O:38][CH2:39][CH3:40])=[O:37])[C:5]1=[O:32])[CH:2]=[CH2:3]. Given the reactants [CH2:1]([C@H:4]1[CH2:9][C@H:8]([C:10]2[CH:15]=[CH:14][CH:13]=[C:12]([Cl:16])[CH:11]=2)[C@@H:7]([C:17]2[CH:22]=[CH:21][C:20]([Cl:23])=[CH:19][CH:18]=2)[N:6]([C@@H:24]([CH2:30][CH3:31])[C:25](OCC)=[O:26])[C:5]1=[O:32])[CH:2]=[CH2:3].[N+](=[CH:35][C:36]([O:38][CH2:39][CH3:40])=[O:37])=[N-], predict the reaction product. (4) Given the reactants [NH2:1][C:2]1[C:7]([OH:8])=[CH:6][C:5]([Br:9])=[CH:4][N:3]=1.C([O-])([O-])=O.[K+].[K+].Br[C:17]([CH3:24])([CH3:23])[C:18](OCC)=[O:19], predict the reaction product. The product is: [Br:9][C:5]1[CH:4]=[N:3][C:2]2[NH:1][C:18](=[O:19])[C:17]([CH3:24])([CH3:23])[O:8][C:7]=2[CH:6]=1. (5) Given the reactants [F:1][C:2]([F:12])([F:11])[C:3]1[CH:9]=[C:8]([F:10])[CH:7]=[CH:6][C:4]=1[NH2:5].[C:13]([C:15]1[CH:20]=[CH:19][C:18](F)=[CH:17][N:16]=1)#[N:14], predict the reaction product. The product is: [NH2:14][CH2:13][C:15]1[N:16]=[CH:17][C:18]([NH:5][C:4]2[CH:6]=[CH:7][C:8]([F:10])=[CH:9][C:3]=2[C:2]([F:1])([F:11])[F:12])=[CH:19][CH:20]=1. (6) Given the reactants O[C:2]1[C:11]2[C:6](=[CH:7][C:8]([O:14][CH2:15][CH2:16][CH2:17][N:18]3[CH2:22][CH2:21][CH2:20][CH2:19]3)=[C:9]([O:12][CH3:13])[CH:10]=2)[N:5]=[CH:4][N:3]=1.S(Cl)([Cl:25])=O, predict the reaction product. The product is: [Cl:25][C:2]1[C:11]2[C:6](=[CH:7][C:8]([O:14][CH2:15][CH2:16][CH2:17][N:18]3[CH2:22][CH2:21][CH2:20][CH2:19]3)=[C:9]([O:12][CH3:13])[CH:10]=2)[N:5]=[CH:4][N:3]=1.